Dataset: Forward reaction prediction with 1.9M reactions from USPTO patents (1976-2016). Task: Predict the product of the given reaction. (1) Given the reactants [Cl:1][C:2]1[CH:7]=[CH:6][C:5]([S:8]([CH:11]([C:17]2[CH:22]=[C:21]([F:23])[CH:20]=[CH:19][C:18]=2[F:24])[CH:12]([CH3:16])[CH2:13][C:14]#[N:15])(=[O:10])=[O:9])=[CH:4][CH:3]=1.B, predict the reaction product. The product is: [Cl:1][C:2]1[CH:3]=[CH:4][C:5]([S:8]([CH:11]([C:17]2[CH:22]=[C:21]([F:23])[CH:20]=[CH:19][C:18]=2[F:24])[CH:12]([CH3:16])[CH2:13][CH2:14][NH2:15])(=[O:10])=[O:9])=[CH:6][CH:7]=1. (2) Given the reactants [H-].[Al+3].[Li+].[H-].[H-].[H-].C(O[C:12]([N:14]1[CH2:23][CH2:22][C:21]2[C:16](=[CH:17][C:18]([NH2:24])=[CH:19][CH:20]=2)[CH2:15]1)=O)(C)(C)C.O.O.O.O.C(C(C(C([O-])=O)O)O)([O-])=O.[Na+].[K+].O, predict the reaction product. The product is: [CH3:12][N:14]1[CH2:23][CH2:22][C:21]2[C:16](=[CH:17][C:18]([NH2:24])=[CH:19][CH:20]=2)[CH2:15]1. (3) Given the reactants [Br-].Cl[C:3]1[C:12]2[C:7](=[CH:8][CH:9]=[CH:10][C:11]=2[CH2:13][N+](CC)(CC)CC)[N:6]=[CH:5][N:4]=1.[F:21][C:22]1[CH:23]=[C:24]([CH:36]=[CH:37][CH:38]=1)[CH2:25][N:26]1[C:34]2[C:29](=[CH:30][C:31]([NH2:35])=[CH:32][CH:33]=2)[CH:28]=[N:27]1.[N:39]([C@@H:42]1[CH2:47][CH2:46][NH:45][CH2:44][C@H:43]1[OH:48])=[N+:40]=[N-:41], predict the reaction product. The product is: [F:21][C:22]1[CH:23]=[C:24]([CH:36]=[CH:37][CH:38]=1)[CH2:25][N:26]1[C:34]2[C:29](=[CH:30][C:31]([NH:35][C:3]3[C:12]4[C:7](=[CH:8][CH:9]=[CH:10][C:11]=4[CH2:13][N:45]4[CH2:46][CH2:47][C@@H:42]([N:39]=[N+:40]=[N-:41])[C@H:43]([OH:48])[CH2:44]4)[N:6]=[CH:5][N:4]=3)=[CH:32][CH:33]=2)[CH:28]=[N:27]1. (4) Given the reactants CO.[CH3:3][NH:4][NH2:5].CN([CH:9]=[C:10]1[C:15](=[O:16])[CH2:14][CH2:13][CH2:12][C:11]1=O)C, predict the reaction product. The product is: [CH3:3][N:4]1[CH:11]2[CH:10]([C:15](=[O:16])[CH2:14][CH2:13][CH2:12]2)[CH:9]=[N:5]1. (5) Given the reactants [F:1][C:2]1[CH:3]=[C:4]2[C:8](=[CH:9][CH:10]=1)[N:7]([CH2:11][C:12]([O:14]C)=[O:13])[C:6]([CH3:16])=[C:5]2[CH2:17][C:18]1[CH:23]=[CH:22][C:21](=[O:24])[N:20]([CH2:25][C:26]2[CH:31]=[CH:30][C:29]([C:32]([F:35])([F:34])[F:33])=[CH:28][CH:27]=2)[N:19]=1.C1COCC1.[OH-].[Li+].Cl, predict the reaction product. The product is: [F:1][C:2]1[CH:3]=[C:4]2[C:8](=[CH:9][CH:10]=1)[N:7]([CH2:11][C:12]([OH:14])=[O:13])[C:6]([CH3:16])=[C:5]2[CH2:17][C:18]1[CH:23]=[CH:22][C:21](=[O:24])[N:20]([CH2:25][C:26]2[CH:27]=[CH:28][C:29]([C:32]([F:35])([F:33])[F:34])=[CH:30][CH:31]=2)[N:19]=1.